From a dataset of Catalyst prediction with 721,799 reactions and 888 catalyst types from USPTO. Predict which catalyst facilitates the given reaction. (1) Reactant: [CH3:1][N:2]([CH3:20])[CH2:3][CH2:4][CH2:5][O:6][C:7]1[CH:12]=[CH:11][C:10]([NH2:13])=[CH:9][C:8]=1[C:14]1[N:15]([CH3:19])[N:16]=[CH:17][CH:18]=1.[F:21][C:22]([F:33])([F:32])[C:23]1[CH:28]=[CH:27][C:26]([N:29]=[C:30]=[O:31])=[CH:25][CH:24]=1. Product: [CH3:20][N:2]([CH3:1])[CH2:3][CH2:4][CH2:5][O:6][C:7]1[CH:12]=[CH:11][C:10]([NH:13][C:30]([NH:29][C:26]2[CH:25]=[CH:24][C:23]([C:22]([F:21])([F:32])[F:33])=[CH:28][CH:27]=2)=[O:31])=[CH:9][C:8]=1[C:14]1[N:15]([CH3:19])[N:16]=[CH:17][CH:18]=1. The catalyst class is: 2. (2) The catalyst class is: 54. Product: [OH2:18].[Cl:48][C:47]1[C:42]([O:41][C:24]2[CH:23]=[C:22]([O:21][CH2:20][CH2:19][OH:18])[CH:27]=[CH:26][C:25]=2/[CH:28]=[CH:29]/[C:30]([NH:32][S:33]([CH2:36][CH2:37][CH2:38][CH2:39][CH3:40])(=[O:35])=[O:34])=[O:31])=[N:43][CH:44]=[C:45]([C:49]([F:51])([F:50])[F:52])[CH:46]=1. Reactant: [Si]([O:18][CH2:19][CH2:20][O:21][C:22]1[CH:27]=[CH:26][C:25](/[CH:28]=[CH:29]/[C:30]([NH:32][S:33]([CH2:36][CH2:37][CH2:38][CH2:39][CH3:40])(=[O:35])=[O:34])=[O:31])=[C:24]([O:41][C:42]2[C:47]([Cl:48])=[CH:46][C:45]([C:49]([F:52])([F:51])[F:50])=[CH:44][N:43]=2)[CH:23]=1)(C(C)(C)C)(C1C=CC=CC=1)C1C=CC=CC=1.[F-].C([N+](CCCC)(CCCC)CCCC)CCC.Cl. (3) Reactant: [Br:1][C:2]1[CH:11]=[C:10]2[C:5]([N:6]=[CH:7][C:8](Cl)=[N:9]2)=[CH:4][CH:3]=1.[NH:13]1[CH2:18][CH2:17][NH:16][CH2:15][CH2:14]1. Product: [Br:1][C:2]1[CH:11]=[C:10]2[C:5]([N:6]=[CH:7][C:8]([N:13]3[CH2:18][CH2:17][NH:16][CH2:15][CH2:14]3)=[N:9]2)=[CH:4][CH:3]=1. The catalyst class is: 9. (4) Reactant: [CH3:1][C:2]1[N:6]([CH3:7])[C:5]2[CH:8]=[C:9]([C:22]([OH:24])=O)[C:10]3[CH2:11][CH2:12][CH:13]([C:16]4[CH:21]=[CH:20][CH:19]=[CH:18][CH:17]=4)[O:14][C:15]=3[C:4]=2[N:3]=1.F[B-](F)(F)F.[N:30]1(OC(N(C)C)=[N+](C)C)[C:34]2C=CC=[CH:38][C:33]=2N=N1.N1CCC1.O. Product: [N:30]1([C:22]([C:9]2[C:10]3[CH2:11][CH2:12][CH:13]([C:16]4[CH:17]=[CH:18][CH:19]=[CH:20][CH:21]=4)[O:14][C:15]=3[C:4]3[N:3]=[C:2]([CH3:1])[N:6]([CH3:7])[C:5]=3[CH:8]=2)=[O:24])[CH2:38][CH2:33][CH2:34]1. The catalyst class is: 4. (5) Reactant: C[O:2][CH2:3][CH2:4][CH:5]([C:7]1[CH:15]=[CH:14][C:10]([C:11]([OH:13])=O)=[CH:9][CH:8]=1)[CH3:6].ON1C2C=CC=CC=2N=N1.C(N(CC)CC)C.[NH2:33][CH2:34][C:35]1[C:36]([OH:43])=[N:37][C:38]([CH3:42])=[CH:39][C:40]=1[CH3:41]. Product: [OH:43][C:36]1[C:35]([CH2:34][NH:33][C:11](=[O:13])[C:10]2[CH:9]=[CH:8][C:7]([CH:5]([CH2:4][CH2:3][OH:2])[CH3:6])=[CH:15][CH:14]=2)=[C:40]([CH3:41])[CH:39]=[C:38]([CH3:42])[N:37]=1. The catalyst class is: 4. (6) Reactant: [CH2:1]([O:5][C:6]1[N:11]=[CH:10][N:9]=[C:8]([C:12](=O)[C:13]2[CH:18]=[CH:17][CH:16]=[CH:15][CH:14]=2)[CH:7]=1)[C:2]#[C:3][CH3:4].Cl.[CH:21]([O:24][NH2:25])([CH3:23])[CH3:22].Cl. Product: [CH:21]([O:24][N:25]=[C:12]([C:13]1[CH:18]=[CH:17][CH:16]=[CH:15][CH:14]=1)[C:8]1[CH:7]=[C:6]([O:5][CH2:1][C:2]#[C:3][CH3:4])[N:11]=[CH:10][N:9]=1)([CH3:23])[CH3:22]. The catalyst class is: 17.